This data is from Catalyst prediction with 721,799 reactions and 888 catalyst types from USPTO. The task is: Predict which catalyst facilitates the given reaction. (1) Reactant: [N:1]1([C:5]([C:7]2[CH:33]=[CH:32][C:10]([O:11][C:12]3[CH:13]=[C:14]([C:24]4[NH:28][C:27]([C:29]([OH:31])=O)=[CH:26][CH:25]=4)[CH:15]=[C:16]([O:18][C@@H:19]([CH3:23])[CH2:20][O:21][CH3:22])[CH:17]=3)=[C:9]([F:34])[CH:8]=2)=[O:6])[CH2:4][CH2:3][CH2:2]1.Cl.[Cl:36][CH2:37][CH2:38][NH2:39].CCN=C=NCCCN(C)C.Cl. Product: [N:1]1([C:5]([C:7]2[CH:33]=[CH:32][C:10]([O:11][C:12]3[CH:13]=[C:14]([C:24]4[NH:28][C:27]([C:29]([NH:39][CH2:38][CH2:37][Cl:36])=[O:31])=[CH:26][CH:25]=4)[CH:15]=[C:16]([O:18][C@@H:19]([CH3:23])[CH2:20][O:21][CH3:22])[CH:17]=3)=[C:9]([F:34])[CH:8]=2)=[O:6])[CH2:4][CH2:3][CH2:2]1. The catalyst class is: 119. (2) Reactant: [CH3:1][NH2:2].C1COCC1.Br[CH2:9][C:10]1[CH:17]=[CH:16][C:13]([C:14]#[N:15])=[CH:12][C:11]=1[Cl:18].[CH3:19][C:20]([O:23][C:24]([O:26]C(OC(C)(C)C)=O)=O)([CH3:22])[CH3:21]. Product: [C:20]([O:23][C:24](=[O:26])[NH:2][CH2:1][CH2:9][C:10]1[CH:17]=[CH:16][C:13]([C:14]#[N:15])=[CH:12][C:11]=1[Cl:18])([CH3:22])([CH3:21])[CH3:19]. The catalyst class is: 236. (3) Reactant: C([O:8][C@H:9]1[C@H:13]2[O:14][CH2:15][C@:10]1([CH2:32][O:33]CC1C=CC=CC=1)[O:11][C@H:12]2[N:16]1[CH:24]=[N:23][C:22]2[C:21](=[O:25])[NH:20][C:19]([NH:26][C:27](=[O:31])[CH:28]([CH3:30])[CH3:29])=[N:18][C:17]1=2)C1C=CC=CC=1. Product: [OH:8][C@H:9]1[C@H:13]2[O:14][CH2:15][C@:10]1([CH2:32][OH:33])[O:11][C@H:12]2[N:16]1[CH:24]=[N:23][C:22]2[C:21](=[O:25])[NH:20][C:19]([NH:26][C:27](=[O:31])[CH:28]([CH3:29])[CH3:30])=[N:18][C:17]1=2. The catalyst class is: 19. (4) Reactant: [CH2:1]([O:3][C:4]([C:6]1[C:15](=[O:16])[C:14]2[C:9](=[N:10][C:11]([Cl:17])=[CH:12][CH:13]=2)[N:8](C(C)(C)C)[CH:7]=1)=[O:5])[CH3:2].S(=O)(=O)(O)O. Product: [CH2:1]([O:3][C:4]([C:6]1[C:15](=[O:16])[C:14]2[C:9](=[N:10][C:11]([Cl:17])=[CH:12][CH:13]=2)[NH:8][CH:7]=1)=[O:5])[CH3:2]. The catalyst class is: 67.